Predict the reaction yield, written as a fraction of the theoretical maximum amount of product (1.0 means a 100% yield; for example, 0.34 means a 34% yield). From a dataset of Reaction yield outcomes from USPTO patents with 853,638 reactions. (1) The reactants are [NH2:1][C:2]1[CH:7]=[CH:6][C:5]([NH:8][S:9]([CH3:12])(=[O:11])=[O:10])=[CH:4][C:3]=1[S:13]([NH2:16])(=[O:15])=[O:14].Cl[C:18](=[O:25])[CH2:19][C:20]([O:22][CH2:23][CH3:24])=[O:21]. The catalyst is CN(C)C(=O)C.C(OCC)C.C(OCC)(=O)C. The product is [CH2:23]([O:22][C:20](=[O:21])[CH2:19][C:18]([NH:1][C:2]1[CH:7]=[CH:6][C:5]([NH:8][S:9]([CH3:12])(=[O:10])=[O:11])=[CH:4][C:3]=1[S:13](=[O:14])(=[O:15])[NH2:16])=[O:25])[CH3:24]. The yield is 0.974. (2) The reactants are C(Cl)(=O)C(Cl)=O.CS(C)=O.[N:11]([CH2:14][CH2:15][C:16]([CH3:21])([CH3:20])[CH2:17][CH2:18][OH:19])=[N+:12]=[N-:13].C(N(CC)CC)C. The catalyst is ClCCl.O. The product is [N:11]([CH2:14][CH2:15][C:16]([CH3:21])([CH3:20])[CH2:17][CH:18]=[O:19])=[N+:12]=[N-:13]. The yield is 0.990. (3) The product is [NH2:5][C:6]1[N:10]([CH2:11][C:12]2[CH:13]=[CH:14][C:15]([O:18][CH3:19])=[CH:16][CH:17]=2)[N:9]=[CH:8][C:7]=1[C:20]([NH2:21])=[O:1]. The yield is 0.850. The reactants are [OH-:1].[K+].OO.[NH2:5][C:6]1[N:10]([CH2:11][C:12]2[CH:17]=[CH:16][C:15]([O:18][CH3:19])=[CH:14][CH:13]=2)[N:9]=[CH:8][C:7]=1[C:20]#[N:21]. The catalyst is O.O1CCOCC1. (4) The reactants are [OH-].[K+].[Cl:3][C:4]1[C:9]([Cl:10])=[CH:8][CH:7]=[CH:6][C:5]=1[S:11]([NH:14][C@H:15]1[C:23]2[C:18](=[CH:19][CH:20]=[C:21]([C:24]([O:26]C)=[O:25])[CH:22]=2)[CH2:17][CH2:16]1)(=[O:13])=[O:12]. The catalyst is C(O)C.O. The product is [Cl:3][C:4]1[C:9]([Cl:10])=[CH:8][CH:7]=[CH:6][C:5]=1[S:11]([NH:14][C@H:15]1[C:23]2[C:18](=[CH:19][CH:20]=[C:21]([C:24]([OH:26])=[O:25])[CH:22]=2)[CH2:17][CH2:16]1)(=[O:12])=[O:13]. The yield is 0.610. (5) The reactants are [H-].[Na+].[Cl:3][C:4]1[CH:9]=[CH:8][C:7]([N:10]2[C:18]([NH:19][CH:20]3[CH2:25][CH2:24][CH2:23][CH2:22][CH2:21]3)=[C:17]3[C:12]([CH:13]=[CH:14][CH:15]=[CH:16]3)=[N:11]2)=[CH:6][CH:5]=1.[C:26]1([CH2:32][C:33](Cl)=[O:34])[CH:31]=[CH:30][CH:29]=[CH:28][CH:27]=1.C(OC(C)=O)(C)C.[Cl-].[Na+].O. The catalyst is CN(C=O)C. The product is [Cl:3][C:4]1[CH:9]=[CH:8][C:7]([N:10]2[C:18]([N:19]([CH:20]3[CH2:25][CH2:24][CH2:23][CH2:22][CH2:21]3)[C:33](=[O:34])[CH2:32][C:26]3[CH:31]=[CH:30][CH:29]=[CH:28][CH:27]=3)=[C:17]3[C:12]([CH:13]=[CH:14][CH:15]=[CH:16]3)=[N:11]2)=[CH:6][CH:5]=1. The yield is 0.0700. (6) The reactants are [CH2:1]([O:3][C:4]1[CH:5]=[C:6]([C:13]2[CH2:14][CH2:15][N:16]([CH2:19][CH2:20][CH3:21])[CH2:17][CH:18]=2)[CH:7]=[CH:8][C:9]=1[N+:10]([O-])=O)[CH3:2]. The catalyst is CCOC(C)=O.CO. The product is [CH3:2][CH2:1][O:3][C:4]1[CH:5]=[C:6]([CH:13]2[CH2:14][CH2:15][N:16]([CH2:19][CH2:20][CH3:21])[CH2:17][CH2:18]2)[CH:7]=[CH:8][C:9]=1[NH2:10]. The yield is 0.990. (7) The reactants are S(O[CH2:8][CH3:9])(OCC)(=O)=[O:2].[CH2:10]([N:12]([CH2:15][CH3:16])[CH2:13][CH3:14])[CH3:11].C(O)C.[OH-].[Na+]. No catalyst specified. The product is [OH-:2].[CH2:10]([N+:12]([CH2:8][CH3:9])([CH2:15][CH3:16])[CH2:13][CH3:14])[CH3:11]. The yield is 0.957. (8) The reactants are C(OC([N:8]1[C@@H:13]([CH3:14])[CH2:12][N:11]([C:15](=[O:30])[C:16]2[CH:21]=[CH:20][C:19]([C:22]3[CH:23]=[N:24][C:25]([NH2:29])=[C:26]([OH:28])[CH:27]=3)=[CH:18][CH:17]=2)[CH2:10][C@H:9]1[CH3:31])=O)(C)(C)C.Br[CH2:33][C:34]1[CH:39]=[CH:38][CH:37]=[CH:36][C:35]=1[CH3:40].C([O-])([O-])=O.[Cs+].[Cs+].O. The catalyst is CN(C=O)C. The product is [NH2:29][C:25]1[N:24]=[CH:23][C:22]([C:19]2[CH:20]=[CH:21][C:16]([C:15]([N:11]3[CH2:10][CH:9]([CH3:31])[NH:8][CH:13]([CH3:14])[CH2:12]3)=[O:30])=[CH:17][CH:18]=2)=[CH:27][C:26]=1[O:28][CH2:33][C:34]1[CH:39]=[CH:38][CH:37]=[CH:36][C:35]=1[CH3:40]. The yield is 0.466.